This data is from Full USPTO retrosynthesis dataset with 1.9M reactions from patents (1976-2016). The task is: Predict the reactants needed to synthesize the given product. (1) Given the product [Cl:15][C:16]1[CH:31]=[CH:30][CH:29]=[CH:28][C:17]=1[O:18][CH2:19][C:20]1[O:24][C:23]([C:25]([NH:12][C:10]2[CH:9]=[N:8][N:7]([CH2:6][C:5]3[CH:13]=[CH:14][C:2]([F:1])=[CH:3][CH:4]=3)[CH:11]=2)=[O:26])=[CH:22][CH:21]=1, predict the reactants needed to synthesize it. The reactants are: [F:1][C:2]1[CH:14]=[CH:13][C:5]([CH2:6][N:7]2[CH:11]=[C:10]([NH2:12])[CH:9]=[N:8]2)=[CH:4][CH:3]=1.[Cl:15][C:16]1[CH:31]=[CH:30][CH:29]=[CH:28][C:17]=1[O:18][CH2:19][C:20]1[O:24][C:23]([C:25](O)=[O:26])=[CH:22][CH:21]=1. (2) Given the product [Cl:13][C:14]1[CH:15]=[C:16]([CH:25]=[CH:26][CH:27]=1)[CH2:17][C:18]1[C:19]([CH3:20])=[N:1][C:2]2[N:6]([N:5]=[C:4]([CH3:7])[C:3]=2[C:8]([OH:10])=[O:9])[C:22]=1[CH3:23], predict the reactants needed to synthesize it. The reactants are: [NH2:1][C:2]1[NH:6][N:5]=[C:4]([CH3:7])[C:3]=1[C:8]([O:10]CC)=[O:9].[Cl:13][C:14]1[CH:15]=[C:16]([CH:25]=[CH:26][CH:27]=1)[CH2:17][CH:18]([C:22](=O)[CH3:23])[C:19](=O)[CH3:20].Cl.[OH-].[K+].